From a dataset of Peptide-MHC class I binding affinity with 185,985 pairs from IEDB/IMGT. Regression. Given a peptide amino acid sequence and an MHC pseudo amino acid sequence, predict their binding affinity value. This is MHC class I binding data. (1) The MHC is HLA-A25:01 with pseudo-sequence HLA-A25:01. The binding affinity (normalized) is 0.898. The peptide sequence is SVFEGIRAY. (2) The peptide sequence is AQLYAYAGF. The MHC is HLA-A69:01 with pseudo-sequence HLA-A69:01. The binding affinity (normalized) is 0.0847. (3) The peptide sequence is SISSVLTILY. The MHC is HLA-A03:01 with pseudo-sequence HLA-A03:01. The binding affinity (normalized) is 0.508.